This data is from Full USPTO retrosynthesis dataset with 1.9M reactions from patents (1976-2016). The task is: Predict the reactants needed to synthesize the given product. (1) The reactants are: [Br:1][CH2:2][CH2:3][CH2:4][CH2:5][CH2:6][C:7]([OH:9])=[O:8].[CH3:10]O. Given the product [Br:1][CH2:2][CH2:3][CH2:4][CH2:5][CH2:6][C:7]([O:9][CH3:10])=[O:8], predict the reactants needed to synthesize it. (2) Given the product [NH2:19][C:15]1[CH:14]=[C:13]2[C:18]([C:10](/[CH:9]=[C:7]3\[O:8][C:4]4[C:3]([CH2:25][N:26]5[CH2:27][CH2:28][N:29]([C:32]([O:34][C:35]([CH3:37])([CH3:36])[CH3:38])=[O:33])[CH2:30][CH2:31]5)=[C:2]([OH:1])[CH:24]=[CH:23][C:5]=4[C:6]\3=[O:22])=[CH:11][NH:12]2)=[CH:17][CH:16]=1, predict the reactants needed to synthesize it. The reactants are: [OH:1][C:2]1[CH:24]=[CH:23][C:5]2[C:6](=[O:22])/[C:7](=[CH:9]/[C:10]3[C:18]4[C:13](=[CH:14][C:15]([N+:19]([O-])=O)=[CH:16][CH:17]=4)[NH:12][CH:11]=3)/[O:8][C:4]=2[C:3]=1[CH2:25][N:26]1[CH2:31][CH2:30][N:29]([C:32]([O:34][C:35]([CH3:38])([CH3:37])[CH3:36])=[O:33])[CH2:28][CH2:27]1.[H][H]. (3) Given the product [CH:1]([N:4]1[C:8]2[C:13](=[CH:12][C:11]3[O:14][CH2:15][O:16][C:10]=3[CH:9]=2)[CH:27]([C:25]2[CH:24]=[CH:23][C:22]3[O:17][CH2:18][CH2:19][O:20][C:21]=3[CH:26]=2)[NH:7][C:5]1=[O:6])([CH3:3])[CH3:2], predict the reactants needed to synthesize it. The reactants are: [CH:1]([N:4]([C:8]1[CH:13]=[CH:12][C:11]2[O:14][CH2:15][O:16][C:10]=2[CH:9]=1)[C:5]([NH2:7])=[O:6])([CH3:3])[CH3:2].[O:17]1[C:22]2[CH:23]=[CH:24][C:25]([CH:27]=O)=[CH:26][C:21]=2[O:20][CH2:19][CH2:18]1.